This data is from Catalyst prediction with 721,799 reactions and 888 catalyst types from USPTO. The task is: Predict which catalyst facilitates the given reaction. (1) Reactant: Br[C:2]1[CH:7]=[CH:6][C:5]([O:8][CH3:9])=[CH:4][C:3]=1[CH2:10][C:11]([OH:13])=[O:12].[Br:14][C:15]1[CH:20]=[CH:19][C:18]([OH:21])=[C:17]([F:22])[CH:16]=1.C(=O)([O-])[O-].[Cs+].[Cs+].C(=O)=O. Product: [Br:14][C:15]1[CH:20]=[CH:19][C:18]([O:21][C:2]2[CH:7]=[CH:6][C:5]([O:8][CH3:9])=[CH:4][C:3]=2[CH2:10][C:11]([OH:13])=[O:12])=[C:17]([F:22])[CH:16]=1. The catalyst class is: 226. (2) Reactant: [CH3:1][C:2]1[C:3](=O)[NH:4][N:5]=[C:6]([C:8]2[CH:13]=[CH:12][CH:11]=[CH:10][CH:9]=2)[CH:7]=1.P(Cl)(Cl)([Cl:17])=O.[Cl-].[Cl-].[Ca+2].OP(O)(O)=O.[OH-].[Na+]. Product: [Cl:17][C:3]1[N:4]=[N:5][C:6]([C:8]2[CH:13]=[CH:12][CH:11]=[CH:10][CH:9]=2)=[CH:7][C:2]=1[CH3:1]. The catalyst class is: 10. (3) Reactant: [C:1]([O:5][C:6]([N:8]1[CH2:13][CH2:12][C:11]([NH:24][C:25]([O:27][C:28]([CH3:31])([CH3:30])[CH3:29])=[O:26])([C:14](=[O:23])[NH:15]C2C=CC=CC=2O)[CH2:10][CH2:9]1)=[O:7])([CH3:4])([CH3:3])[CH3:2].[C:45]1(P([C:45]2[CH:50]=[CH:49][CH:48]=[CH:47][CH:46]=2)[C:45]2[CH:50]=[CH:49][CH:48]=[CH:47][CH:46]=2)[CH:50]=[CH:49][CH:48]=[CH:47][CH:46]=1.CCOC(/N=N/C(OCC)=O)=O. Product: [C:1]([O:5][C:6]([N:8]1[CH2:9][CH2:10][C:11]([C:14]2[O:23][C:45]3[CH:46]=[CH:47][CH:48]=[CH:49][C:50]=3[N:15]=2)([NH:24][C:25]([O:27][C:28]([CH3:31])([CH3:30])[CH3:29])=[O:26])[CH2:12][CH2:13]1)=[O:7])([CH3:4])([CH3:2])[CH3:3]. The catalyst class is: 7. (4) Reactant: [CH2:1]([OH:8])[C:2]1[CH:7]=[CH:6][CH:5]=[CH:4][CH:3]=1.[Br:9][C:10]1[CH:19]=[C:18]2[C:13]([CH:14]=[C:15]([Cl:21])[N:16]=[C:17]2Cl)=[CH:12][CH:11]=1. Product: [CH2:1]([O:8][C:17]1[C:18]2[C:13](=[CH:12][CH:11]=[C:10]([Br:9])[CH:19]=2)[CH:14]=[C:15]([Cl:21])[N:16]=1)[C:2]1[CH:7]=[CH:6][CH:5]=[CH:4][CH:3]=1. The catalyst class is: 11. (5) Reactant: [CH3:1][C:2]1[CH:10]=[C:9]([CH3:11])[CH:8]=[CH:7][C:3]=1[CH:4]=[N:5][OH:6].[Cl:12]N1C(=O)CCC1=O. Product: [CH3:1][C:2]1[CH:10]=[C:9]([CH3:11])[CH:8]=[CH:7][C:3]=1[C:4]([Cl:12])=[N:5][OH:6]. The catalyst class is: 369.